From a dataset of Full USPTO retrosynthesis dataset with 1.9M reactions from patents (1976-2016). Predict the reactants needed to synthesize the given product. (1) Given the product [Br:34][C:35]1[CH:36]=[C:37]([CH2:43][NH:44][C:26]([C:25]2[CH:29]=[CH:30][CH:31]=[C:23]([C:21]([NH:20][CH2:19][C:10]3[C:11]([NH:12][CH:13]4[CH2:18][CH2:17][O:16][CH2:15][CH2:14]4)=[C:6]4[CH:5]=[N:4][N:3]([CH2:1][CH3:2])[C:7]4=[N:8][C:9]=3[CH2:32][CH3:33])=[O:22])[CH:24]=2)=[O:28])[CH:38]=[CH:39][C:40]=1[O:41][CH3:42], predict the reactants needed to synthesize it. The reactants are: [CH2:1]([N:3]1[C:7]2=[N:8][C:9]([CH2:32][CH3:33])=[C:10]([CH2:19][NH:20][C:21]([C:23]3[CH:24]=[C:25]([CH:29]=[CH:30][CH:31]=3)[C:26]([OH:28])=O)=[O:22])[C:11]([NH:12][CH:13]3[CH2:18][CH2:17][O:16][CH2:15][CH2:14]3)=[C:6]2[CH:5]=[N:4]1)[CH3:2].[Br:34][C:35]1[CH:36]=[C:37]([CH2:43][NH2:44])[CH:38]=[CH:39][C:40]=1[O:41][CH3:42].CN(C(ON1N=NC2C=CC=CC1=2)=[N+](C)C)C.F[P-](F)(F)(F)(F)F. (2) Given the product [CH3:1][C:2]1[CH:11]=[C:10]2[C:5]([CH2:6][CH2:7][CH2:8][CH:9]2[NH2:12])=[CH:4][CH:3]=1, predict the reactants needed to synthesize it. The reactants are: [CH3:1][C:2]1[CH:11]=[C:10]2[C:5]([CH2:6][CH2:7][CH2:8][C:9]2=[N:12]O)=[CH:4][CH:3]=1. (3) The reactants are: C([O:8][N:9]1[C:15](=[O:16])[N:14]2[CH2:17][C@H:10]1[CH2:11][CH2:12][C@H:13]2[C:18]([NH:20][NH:21][C:22]([CH:24]1[CH2:27][C:26]([F:29])([F:28])[CH2:25]1)=[O:23])=[O:19])C1C=CC=CC=1.[H][H]. Given the product [F:29][C:26]1([F:28])[CH2:27][CH:24]([C:22]([NH:21][NH:20][C:18]([C@@H:13]2[CH2:12][CH2:11][C@@H:10]3[CH2:17][N:14]2[C:15](=[O:16])[N:9]3[OH:8])=[O:19])=[O:23])[CH2:25]1, predict the reactants needed to synthesize it. (4) Given the product [F:20][C:17]1[CH:18]=[CH:19][C:14]([N:9]2[CH:10]=[CH:11][C:12](=[O:13])[C:7]([C:5]3[N:28]([C:22]4[CH:27]=[CH:26][CH:25]=[CH:24][CH:23]=4)[N:2]=[CH:3][CH:4]=3)=[N:8]2)=[CH:15][CH:16]=1, predict the reactants needed to synthesize it. The reactants are: C[N:2](C)[CH:3]=[CH:4][C:5]([C:7]1[C:12](=[O:13])[CH:11]=[CH:10][N:9]([C:14]2[CH:19]=[CH:18][C:17]([F:20])=[CH:16][CH:15]=2)[N:8]=1)=O.[C:22]1([NH:28]N)[CH:27]=[CH:26][CH:25]=[CH:24][CH:23]=1. (5) Given the product [CH2:27]([N:34]1[CH2:35][C@H:36]([CH:47]=[CH2:2])[C@@H:37]([C:39]2[CH:44]=[CH:43][C:42]([F:45])=[C:41]([F:46])[CH:40]=2)[CH2:38]1)[C:28]1[CH:33]=[CH:32][CH:31]=[CH:30][CH:29]=1, predict the reactants needed to synthesize it. The reactants are: [I-].[CH3:2][P+](C1C=CC=CC=1)(C1C=CC=CC=1)C1C=CC=CC=1.[Li]CCCC.[CH2:27]([N:34]1[CH2:38][C@H:37]([C:39]2[CH:44]=[CH:43][C:42]([F:45])=[C:41]([F:46])[CH:40]=2)[C@@H:36]([CH:47]=O)[CH2:35]1)[C:28]1[CH:33]=[CH:32][CH:31]=[CH:30][CH:29]=1. (6) Given the product [Br:1][C:2]1[CH:3]=[C:4]2[N:10]([CH2:12][C:13]([C:15]3[CH:20]=[CH:19][CH:18]=[C:17]([F:21])[CH:16]=3)=[O:14])[CH:9]=[CH:8][C:5]2=[N:6][CH:7]=1, predict the reactants needed to synthesize it. The reactants are: [Br:1][C:2]1[CH:3]=[C:4]2[NH:10][CH:9]=[CH:8][C:5]2=[N:6][CH:7]=1.Br[CH2:12][C:13]([C:15]1[CH:20]=[CH:19][CH:18]=[C:17]([F:21])[CH:16]=1)=[O:14].CN(C)C=O.C(N(C(C)C)C(C)C)C. (7) Given the product [C:19]([C:17]1[CH:16]=[CH:15][C:3]([CH:4]([NH:21][C:40](=[O:41])[CH2:39][C:33]2[CH:38]=[CH:37][CH:36]=[CH:35][CH:34]=2)[NH:5][C:6](=[O:14])[C:7]2[CH:12]=[CH:11][CH:10]=[C:9]([CH3:13])[CH:8]=2)=[CH:2][CH:18]=1)#[N:20], predict the reactants needed to synthesize it. The reactants are: N[C:2]1[CH:18]=[C:17]([C:19]#[N:20])[CH:16]=[CH:15][C:3]=1[CH2:4][NH:5][C:6](=[O:14])[C:7]1[CH:12]=[CH:11][CH:10]=[C:9]([CH3:13])[CH:8]=1.[N:21]1C=CC=CC=1.O1CCOCC1.[C:33]1([CH2:39][C:40](Cl)=[O:41])[CH:38]=[CH:37][CH:36]=[CH:35][CH:34]=1.